Dataset: Full USPTO retrosynthesis dataset with 1.9M reactions from patents (1976-2016). Task: Predict the reactants needed to synthesize the given product. (1) Given the product [ClH:1].[NH2:18][C:16]1[N:17]=[C:12]2[CH:11]=[CH:10][C:9]([O:8][C:7]3[CH:2]=[CH:3][C:4]([F:34])=[C:5]([NH:24][C:25]([C:27]4[N:31]([CH3:32])[N:30]=[C:29]([CH3:33])[CH:28]=4)=[O:26])[CH:6]=3)=[N:14][N:13]2[CH:15]=1, predict the reactants needed to synthesize it. The reactants are: [Cl:1][C:2]1[C:7]([O:8][C:9]2[CH:10]=[CH:11][C:12]3[N:13]([CH:15]=[C:16]([NH:18]C(C4CC4)=O)[N:17]=3)[N:14]=2)=[CH:6][C:5]([NH:24][C:25]([C:27]2[N:31]([CH3:32])[N:30]=[C:29]([CH3:33])[CH:28]=2)=[O:26])=[C:4]([F:34])[CH:3]=1.Cl.C(OCC)(=O)C. (2) The reactants are: [Cl:1][CH:2]([Cl:28])[C:3]([N:5]1[C@H:9]([CH2:10][F:11])[C@@H:8]([C:12]2[CH:17]=[CH:16][C:15]([C:18]3[CH:19]=[N:20][C:21]([CH2:24]Cl)=[CH:22][CH:23]=3)=[CH:14][CH:13]=2)[O:7]C1(C)C)=[O:4].[CH3:29][S:30]([O-:32])=[O:31].[Na+]. Given the product [Cl:1][CH:2]([Cl:28])[C:3]([NH:5][C@H:9]([CH2:10][F:11])[C@H:8]([OH:7])[C:12]1[CH:17]=[CH:16][C:15]([C:18]2[CH:19]=[N:20][C:21]([CH2:24][S:30]([CH3:29])(=[O:32])=[O:31])=[CH:22][CH:23]=2)=[CH:14][CH:13]=1)=[O:4], predict the reactants needed to synthesize it. (3) The reactants are: [Br-].[CH2:2]([O:4][C:5](=[O:10])[CH2:6][CH2:7][CH2:8][Zn+])[CH3:3].Cl[C:12]1[N:17]=[C:16]([Cl:18])[CH:15]=[C:14]([N:19]2[CH2:24][CH2:23][O:22][CH2:21][CH2:20]2)[N:13]=1. Given the product [Cl:18][C:16]1[CH:15]=[C:14]([N:19]2[CH2:24][CH2:23][O:22][CH2:21][CH2:20]2)[N:13]=[C:12]([CH2:8][CH2:7][CH2:6][C:5]([O:4][CH2:2][CH3:3])=[O:10])[N:17]=1, predict the reactants needed to synthesize it. (4) Given the product [F:17][C:16]1[C:11]([F:10])=[C:12]([O:18][CH3:19])[CH:13]=[CH:14][C:15]=1[C:5](=[O:8])[CH2:6][CH3:7], predict the reactants needed to synthesize it. The reactants are: [Cl-].[Al+3].[Cl-].[Cl-].[C:5](Cl)(=[O:8])[CH2:6][CH3:7].[F:10][C:11]1[C:16]([F:17])=[CH:15][CH:14]=[CH:13][C:12]=1[O:18][CH3:19].